From a dataset of Drug-target binding data from BindingDB using Ki measurements. Regression. Given a target protein amino acid sequence and a drug SMILES string, predict the binding affinity score between them. We predict pKi (pKi = -log10(Ki in M); higher means stronger inhibition). Dataset: bindingdb_ki. The compound is CC[C@H](C)[C@H](NC(=O)[C@H](Cc1ccccc1)NC(=O)[C@H](C)NC(=O)[C@H](CC(=O)O)NC(=O)[C@H](CCCCN)NC(=O)[C@H](CO)NC(=O)[C@@H]1CCCN1C(=O)[C@@H]1CCC(=O)N1)C(=O)NCC(=O)N[C@@H](CC(C)C)C(=O)N[C@@H](CCSC)C(N)=O. The target protein (P06767) has sequence MKILVAVAVFFLVSTQLFAEEIGANDDLNYWSDWSDSDQIKEAMPEPFEHLLQRIARRPKPQQFFGLMGKRDADSSIEKQVALLKALYGHGQISHKRHKTDSFVGLMGKRALNSVAYERSAMQNYERRRK. The pKi is 7.8.